Predict the product of the given reaction. From a dataset of Forward reaction prediction with 1.9M reactions from USPTO patents (1976-2016). (1) Given the reactants [C:1]([C:4]1[C:9]([CH3:10])=[CH:8][C:7]([Cl:11])=[C:6]([Cl:12])[C:5]=1[S:13](Cl)(=[O:15])=[O:14])(=O)[CH3:2].O.[NH2:18][NH2:19], predict the reaction product. The product is: [Cl:11][C:7]1[CH:8]=[C:9]([CH3:10])[C:4]2[C:1]([CH3:2])=[N:18][NH:19][S:13](=[O:15])(=[O:14])[C:5]=2[C:6]=1[Cl:12]. (2) Given the reactants [CH3:1][N:2]1[C:11](=[O:12])[C:10]2[C:5](=[CH:6][CH:7]=[C:8]([N+:13]([O-])=O)[CH:9]=2)[N:4]=[C:3]1[C:16]1[CH:21]=[CH:20][CH:19]=[C:18]([O:22][CH2:23][CH2:24][CH2:25][N:26]2[CH2:31][CH2:30][CH2:29][CH2:28][CH2:27]2)[CH:17]=1.[H][H], predict the reaction product. The product is: [NH2:13][C:8]1[CH:9]=[C:10]2[C:5](=[CH:6][CH:7]=1)[N:4]=[C:3]([C:16]1[CH:21]=[CH:20][CH:19]=[C:18]([O:22][CH2:23][CH2:24][CH2:25][N:26]3[CH2:27][CH2:28][CH2:29][CH2:30][CH2:31]3)[CH:17]=1)[N:2]([CH3:1])[C:11]2=[O:12]. (3) Given the reactants CO/[N:3]=[C:4]1\[CH2:5][N:6]([CH2:12][C:13]2[CH:18]=[CH:17][CH:16]=[CH:15][CH:14]=2)[C:7](=O)[C:8]2\1[CH2:10][CH2:9]2.[H-].[Al+3].[Li+].[H-].[H-].[H-].[OH-].[Na+], predict the reaction product. The product is: [C:13]1([CH2:12][N:6]2[CH2:5][CH:4]([NH2:3])[C:8]3([CH2:9][CH2:10]3)[CH2:7]2)[CH:14]=[CH:15][CH:16]=[CH:17][CH:18]=1.